From a dataset of Catalyst prediction with 721,799 reactions and 888 catalyst types from USPTO. Predict which catalyst facilitates the given reaction. (1) Reactant: [F:1][C:2]1[C:3]([O:32][CH2:33][O:34][CH2:35][CH2:36][Si:37]([CH3:40])([CH3:39])[CH3:38])=[CH:4][C:5]([CH2:27][C:28]([F:31])([F:30])[F:29])=[C:6]([C:8]2[N+:13]([O-])=[CH:12][C:11]3[C:15]([I:26])=[N:16][N:17]([CH2:18][O:19][CH2:20][CH2:21][Si:22]([CH3:25])([CH3:24])[CH3:23])[C:10]=3[CH:9]=2)[CH:7]=1.[Cl:41][C:42]1[CH:43]=[CH:44][C:45]([N:62]([CH3:67])[S:63]([CH3:66])(=[O:65])=[O:64])=[C:46]([CH:61]=1)[CH2:47][NH:48]C(=O)OC1C=CC([N+]([O-])=O)=CC=1.C(N(CC)CC)C. Product: [Cl:41][C:42]1[CH:43]=[CH:44][C:45]([N:62]([CH3:67])[S:63]([CH3:66])(=[O:65])=[O:64])=[C:46]([CH2:47][NH:48][C:12]2[C:11]3[C:15]([I:26])=[N:16][N:17]([CH2:18][O:19][CH2:20][CH2:21][Si:22]([CH3:24])([CH3:23])[CH3:25])[C:10]=3[CH:9]=[C:8]([C:6]3[CH:7]=[C:2]([F:1])[C:3]([O:32][CH2:33][O:34][CH2:35][CH2:36][Si:37]([CH3:39])([CH3:40])[CH3:38])=[CH:4][C:5]=3[CH2:27][C:28]([F:30])([F:31])[F:29])[N:13]=2)[CH:61]=1. The catalyst class is: 3. (2) Reactant: [N+:1]([C:4]1[CH:5]=[C:6]([CH:8]=[CH:9][CH:10]=1)[NH2:7])([O-:3])=[O:2].C(=O)(O)[O-].[K+].Cl[CH2:17][C:18](Cl)=[O:19].[NH2:21][C@H:22]([CH3:25])[CH2:23][OH:24]. Product: [OH:24][CH2:23][C@H:22]([NH:21][CH2:17][C:18]([NH:7][C:6]1[CH:8]=[CH:9][CH:10]=[C:4]([N+:1]([O-:3])=[O:2])[CH:5]=1)=[O:19])[CH3:25]. The catalyst class is: 238. (3) Reactant: [N+:1]([C:4]1[CH:5]=[C:6]2[C:10](=[CH:11][CH:12]=1)[NH:9][C:8]([C:13]([O:15][CH2:16][CH3:17])=[O:14])=[CH:7]2)([O-])=O.[H][H]. Product: [NH2:1][C:4]1[CH:5]=[C:6]2[C:10](=[CH:11][CH:12]=1)[NH:9][C:8]([C:13]([O:15][CH2:16][CH3:17])=[O:14])=[CH:7]2. The catalyst class is: 586. (4) Reactant: [Li+].[OH-:2].OO.[CH2:5]([N:12]1[CH2:16][C@@H:15]([C:17]2[CH:22]=[CH:21][C:20]([C:23]([F:26])([F:25])[F:24])=[C:19]([F:27])[CH:18]=2)[C@H:14]([C:28](N2[C@H](C3C=CC=CC=3)COC2=O)=[O:29])[CH2:13]1)[C:6]1[CH:11]=[CH:10][CH:9]=[CH:8][CH:7]=1.S([O-])([O-])=O.[Na+].[Na+].OS([O-])(=O)=O.[K+]. Product: [CH2:5]([N:12]1[CH2:16][C@@H:15]([C:17]2[CH:22]=[CH:21][C:20]([C:23]([F:26])([F:24])[F:25])=[C:19]([F:27])[CH:18]=2)[C@H:14]([C:28]([OH:29])=[O:2])[CH2:13]1)[C:6]1[CH:11]=[CH:10][CH:9]=[CH:8][CH:7]=1. The catalyst class is: 1. (5) Reactant: [F:1][C:2]1[CH:7]=[CH:6][CH:5]=[C:4]([F:8])[C:3]=1[CH2:9][S:10]([C:13]1[CH:14]=[C:15]2[C:19](=[CH:20][CH:21]=1)[NH:18][C:17](=[O:22])/[C:16]/2=[CH:23]\[C:24]1[NH:28][C:27]([CH3:29])=[C:26]([C:30]([OH:32])=O)[C:25]=1[CH3:33])(=[O:12])=[O:11].[NH:34]1[CH2:38][CH2:37][C@@H:36]([OH:39])[CH2:35]1.CN(C(ON1N=NC2C=CC=NC1=2)=[N+](C)C)C.F[P-](F)(F)(F)(F)F. Product: [F:1][C:2]1[CH:7]=[CH:6][CH:5]=[C:4]([F:8])[C:3]=1[CH2:9][S:10]([C:13]1[CH:14]=[C:15]2[C:19](=[CH:20][CH:21]=1)[NH:18][C:17](=[O:22])/[C:16]/2=[CH:23]\[C:24]1[NH:28][C:27]([CH3:29])=[C:26]([C:30]([N:34]2[CH2:38][CH2:37][C@@H:36]([OH:39])[CH2:35]2)=[O:32])[C:25]=1[CH3:33])(=[O:11])=[O:12]. The catalyst class is: 3. (6) Reactant: [CH3:1][C:2]1[C:7]([N+:8]([O-:10])=[O:9])=[CH:6][CH:5]=[CH:4][C:3]=1[CH2:11][C:12]([OH:14])=[O:13].[CH2:15]([O:17][C:18](=[O:34])[C:19]([CH2:31][CH2:32]O)([C:25]1[CH:30]=[CH:29][CH:28]=[CH:27][CH:26]=1)[C:20]([O:22][CH2:23][CH3:24])=[O:21])[CH3:16]. Product: [CH2:23]([O:22][C:20](=[O:21])[C:19]([CH2:31][CH2:32][O:13][C:12](=[O:14])[CH2:11][C:3]1[CH:4]=[CH:5][CH:6]=[C:7]([N+:8]([O-:10])=[O:9])[C:2]=1[CH3:1])([C:25]1[CH:30]=[CH:29][CH:28]=[CH:27][CH:26]=1)[C:18]([O:17][CH2:15][CH3:16])=[O:34])[CH3:24]. The catalyst class is: 277. (7) Reactant: [CH3:1][OH:2].[F:3][C:4]1[CH:12]=[C:11]([CH3:13])[C:10]([F:14])=[CH:9][C:5]=1[C:6](Cl)=[O:7]. Product: [F:3][C:4]1[CH:12]=[C:11]([CH3:13])[C:10]([F:14])=[CH:9][C:5]=1[C:6]([O:2][CH3:1])=[O:7]. The catalyst class is: 13.